This data is from Reaction yield outcomes from USPTO patents with 853,638 reactions. The task is: Predict the reaction yield, written as a fraction of the theoretical maximum amount of product (1.0 means a 100% yield; for example, 0.34 means a 34% yield). (1) The reactants are [Si:1]([O:8][CH2:9][CH:10]1[O:15][CH2:14][CH2:13][NH:12][CH2:11]1)([C:4]([CH3:7])([CH3:6])[CH3:5])([CH3:3])[CH3:2].C(N(CC)CC)C.[Cl:23][CH2:24][CH2:25][CH2:26]I. The catalyst is C(Cl)Cl. The product is [Si:1]([O:8][CH2:9][CH:10]1[O:15][CH2:14][CH2:13][N:12]([CH2:26][CH2:25][CH2:24][Cl:23])[CH2:11]1)([C:4]([CH3:7])([CH3:5])[CH3:6])([CH3:2])[CH3:3]. The yield is 0.200. (2) The reactants are [C:1]([O:9]CC)(=O)[CH2:2][C:3]([O:5][CH2:6][CH3:7])=[O:4].[H-].[Na+].[H][H].[Cl:16][C:17]1[CH:36]=[CH:35][C:20]2[N:21]([CH2:27][C:28]3[CH:33]=[CH:32][C:31]([F:34])=[CH:30][CH:29]=3)C(=O)[O:23][C:24](=O)[C:19]=2[CH:18]=1.Cl. The catalyst is CC(N(C)C)=O. The product is [CH2:6]([O:5][C:3]([C:2]1[C:1](=[O:9])[N:21]([CH2:27][C:28]2[CH:33]=[CH:32][C:31]([F:34])=[CH:30][CH:29]=2)[C:20]2[C:19]([C:24]=1[OH:23])=[CH:18][C:17]([Cl:16])=[CH:36][CH:35]=2)=[O:4])[CH3:7]. The yield is 0.850. (3) The reactants are [C:1]1([CH:7]=[CH:8][C:9]([C:11]2[CH:16]=[CH:15][CH:14]=[CH:13][CH:12]=2)=[O:10])[CH:6]=[CH:5][CH:4]=[CH:3][CH:2]=1.[OH:17][CH2:18]C(C1C=CC=CC=1)=O.C[O:28]C1C=CC(C=O)=CC=1.[OH-].[K+]. The catalyst is C(O)C. The product is [OH:28][C:6]1[CH:5]=[CH:4][CH:3]=[CH:2][C:1]=1[CH:7]=[CH:8][C:9]([C:11]1[CH:16]=[CH:15][C:14]([O:17][CH3:18])=[CH:13][CH:12]=1)=[O:10]. The yield is 0.536. (4) The reactants are [ClH:1].Cl.[NH2:3][CH:4]1[CH2:9][CH2:8][N:7]([CH2:10][CH2:11][N:12]2[C:21]3[C:16](=[N:17][CH:18]=[C:19]([O:22][CH3:23])[CH:20]=3)[CH:15]=[CH:14][C:13]2=[O:24])[CH2:6][CH2:5]1.C(N(CC)CC)C.[O:32]=[C:33]1[CH2:38][O:37][C:36]2[CH:39]=[CH:40][C:41]([CH:43]=O)=[N:42][C:35]=2[NH:34]1.[BH-](OC(C)=O)(OC(C)=O)OC(C)=O.[Na+].C([O-])(O)=O.[Na+]. The catalyst is C(Cl)(Cl)Cl.CO. The product is [ClH:1].[CH3:23][O:22][C:19]1[CH:20]=[C:21]2[C:16]([CH:15]=[CH:14][C:13](=[O:24])[N:12]2[CH2:11][CH2:10][N:7]2[CH2:6][CH2:5][CH:4]([NH:3][CH2:43][C:41]3[CH:40]=[CH:39][C:36]4[O:37][CH2:38][C:33](=[O:32])[NH:34][C:35]=4[N:42]=3)[CH2:9][CH2:8]2)=[N:17][CH:18]=1. The yield is 0.710. (5) The reactants are [C:1]([O:5][C:6]([N:8]1[CH2:12][CH2:11][CH2:10][CH:9]1[C:13]1[NH:14][C:15]([C:18]2[CH:23]=[CH:22][C:21]([C:24]3[CH:33]=[CH:32][C:31]4[C:26](=[CH:27][CH:28]=[C:29](B5OC(C)(C)C(C)(C)O5)[CH:30]=4)[CH:25]=3)=[CH:20][CH:19]=2)=[CH:16][N:17]=1)=[O:7])([CH3:4])([CH3:3])[CH3:2].[C:43]([O:47][C:48]([N:50]1[CH:55]([C:56]2[NH:60][C:59]3[CH:61]=[C:62](Br)[CH:63]=[CH:64][C:58]=3[N:57]=2)[CH:54]2[CH2:66][CH:51]1[CH2:52][CH2:53]2)=[O:49])([CH3:46])([CH3:45])[CH3:44].C(=O)([O-])[O-].[K+].[K+]. The catalyst is COCCOC.O.C(OCC)(=O)C.C1C=CC(P(C2C=CC=CC=2)[C-]2C=CC=C2)=CC=1.C1C=CC(P(C2C=CC=CC=2)[C-]2C=CC=C2)=CC=1.Cl[Pd]Cl.[Fe+2].C1C=CC([P]([Pd]([P](C2C=CC=CC=2)(C2C=CC=CC=2)C2C=CC=CC=2)([P](C2C=CC=CC=2)(C2C=CC=CC=2)C2C=CC=CC=2)[P](C2C=CC=CC=2)(C2C=CC=CC=2)C2C=CC=CC=2)(C2C=CC=CC=2)C2C=CC=CC=2)=CC=1. The product is [C:43]([O:47][C:48]([N:50]1[CH:55]([C:56]2[NH:60][C:59]3[CH:61]=[C:62]([C:29]4[CH:28]=[CH:27][C:26]5[C:31](=[CH:32][CH:33]=[C:24]([C:21]6[CH:22]=[CH:23][C:18]([C:15]7[NH:14][C:13]([CH:9]8[CH2:10][CH2:11][CH2:12][N:8]8[C:6]([O:5][C:1]([CH3:4])([CH3:3])[CH3:2])=[O:7])=[N:17][CH:16]=7)=[CH:19][CH:20]=6)[CH:25]=5)[CH:30]=4)[CH:63]=[CH:64][C:58]=3[N:57]=2)[CH:54]2[CH2:66][CH:51]1[CH2:52][CH2:53]2)=[O:49])([CH3:46])([CH3:45])[CH3:44]. The yield is 0.350. (6) The reactants are [C:1]([CH:5]1[CH2:10][CH2:9][CH:8]([O:11][C:12]2[C:13]([C:29]([F:32])([F:31])[F:30])=[C:14]3[C:19](=[CH:20][CH:21]=2)[N:18]=[C:17]([C@:22]2([CH3:28])[CH2:26][O:25]C(=O)[NH:23]2)[N:16]=[CH:15]3)[CH2:7][CH2:6]1)([CH3:4])([CH3:3])[CH3:2].C(O)C.[OH-].[Li+].O. No catalyst specified. The product is [NH2:23][C@@:22]([C:17]1[N:16]=[CH:15][C:14]2[C:19](=[CH:20][CH:21]=[C:12]([O:11][C@H:8]3[CH2:7][CH2:6][C@H:5]([C:1]([CH3:4])([CH3:3])[CH3:2])[CH2:10][CH2:9]3)[C:13]=2[C:29]([F:32])([F:30])[F:31])[N:18]=1)([CH3:28])[CH2:26][OH:25]. The yield is 0.900. (7) The reactants are CC1C=CC(S(OCC2CC3C=C(Cl)C=C(OC)C=3O2)(=O)=O)=CC=1.[N-]=[N+]=[N-].[Na+].N(CC1CC2C=C(Cl)C=C(C3C=CSC=3)C=2O1)=[N+]=[N-].[N:48]([CH2:51][CH:52]1[CH2:56][C:55]2[CH:57]=[C:58]([Cl:63])[CH:59]=[C:60]([O:61][CH3:62])[C:54]=2[O:53]1)=[N+]=[N-].[N-]=[N+]=[N-]. The catalyst is [Pt]. The product is [Cl:63][C:58]1[CH:59]=[C:60]([O:61][CH3:62])[C:54]2[O:53][CH:52]([CH2:51][NH2:48])[CH2:56][C:55]=2[CH:57]=1. The yield is 0.560. (8) The reactants are [Si:1]([NH:8][C:9]1[N:10]=[C:11]([Cl:18])[C:12]2[CH:17]=[CH:16][NH:15][C:13]=2[N:14]=1)([C:4]([CH3:7])([CH3:6])[CH3:5])([CH3:3])[CH3:2].I[CH:20]([CH3:22])[CH3:21].C([O-])([O-])=O.[K+].[K+].O. The catalyst is CN(C=O)C. The product is [Si:1]([NH:8][C:9]1[N:10]=[C:11]([Cl:18])[C:12]2[CH:17]=[CH:16][N:15]([CH:20]([CH3:22])[CH3:21])[C:13]=2[N:14]=1)([C:4]([CH3:7])([CH3:5])[CH3:6])([CH3:3])[CH3:2]. The yield is 1.00. (9) The reactants are [Br:1][C:2]1[CH:3]=[C:4]2[C:9](=[CH:10][CH:11]=1)N=CN=[C:5]2[C:12]1[CH:13]=[C:14]([CH:18]=[CH:19][CH:20]=1)[C:15]([OH:17])=O.CN(C(O[N:29]1N=[N:36][C:31]2[CH:32]=[CH:33][CH:34]=C[C:30]1=2)=[N+](C)C)C.F[P-](F)(F)(F)(F)F.CCN(C(C)C)[CH:48]([CH3:50])[CH3:49].C12CC(NC1)CN2C(OC(C)(C)C)=O. The yield is 0.830. The catalyst is CN(C=O)C. The product is [Br:1][C:2]1[CH:3]=[C:4]2[C:9]([CH:49]=[CH:48][CH:50]=[C:5]2[C:12]2[CH:13]=[C:14]([C:15]([N:29]3[CH2:30][CH:31]4[CH2:32][CH:33]3[CH2:34][NH:36]4)=[O:17])[CH:18]=[CH:19][CH:20]=2)=[CH:10][CH:11]=1. (10) The product is [CH3:1][O:2][C:3](=[O:17])[C:4]1[CH:9]=[C:8]([C:10]2[CH:22]=[CH:23][N:18]=[N:19][CH:11]=2)[C:7]([C:12]([F:13])([F:15])[F:14])=[CH:6][C:5]=1[NH2:16]. The reactants are [CH3:1][O:2][C:3](=[O:17])[C:4]1[CH:9]=[C:8]([C:10]#[CH:11])[C:7]([C:12]([F:15])([F:14])[F:13])=[CH:6][C:5]=1[NH2:16].[N:18]1[CH:23]=[CH:22]N=N[N:19]=1. The yield is 0.400. The catalyst is ClCCCl.